Dataset: Experimentally validated miRNA-target interactions with 360,000+ pairs, plus equal number of negative samples. Task: Binary Classification. Given a miRNA mature sequence and a target amino acid sequence, predict their likelihood of interaction. (1) The miRNA is hsa-miR-3171 with sequence AGAUGUAUGGAAUCUGUAUAUAUC. The protein sequence of the target gene is MSIPFSNTHYRIPQGFGNLLEGLTREILREQPDNIPAFAAAYFESLLEKREKTNFDPAEWGSKVEDRFYNNHAFEEQEPPEKSDPKQEESQISGKEEETSVTILDSSEEDKEKEEVAAVKIQAAFRGHIAREEAKKMKTNSLQNEEKEENK. Result: 1 (interaction). (2) The miRNA is hsa-miR-548ad-3p with sequence GAAAACGACAAUGACUUUUGCA. The protein sequence of the target gene is MKVARFQKIPNVENETMIPVLTSKRASELAVSEVAGLLQADLQNGLNKSEVSHRRAFHGWNEFDISEDEPLWKKYISQFKNPLIMLLLASAVISILMRQFDDAVSITVAIVIVVTVAFVQEYRSEKSLEELSKLVPPECHCVREGKLEHTLARDLVPGDTVCLSVGDRVPADLRLFEAVDLSVDESSLTGETAPCSKVTAPQPAANGDLASRSNIAFMGTLVRCGKAKGIVIGTGENSEFGEVFKMMQAEEAPKTPLQKSMDLLGKQLSFYSFGIIGIIMLVGWLLGKDILEMFTISVSL.... Result: 0 (no interaction). (3) Result: 1 (interaction). The miRNA is hsa-miR-4478 with sequence GAGGCUGAGCUGAGGAG. The protein sequence of the target gene is MSVLGEYERHCDSINSDFGSESGGCGDSSPGPSASQGPRAGGGAAEQEELHYIPIRVLGRGAFGEATLYRRTEDDSLVVWKEVDLTRLSEKERRDALNEIVILALLQHDNIIAYYNHFMDNTTLLIELEYCNGGNLYDKILRQKDKLFEEEMVVWYLFQIVSAVSCIHKAGILHRDIKTLNIFLTKANLIKLGDYGLAKKLNSEYSMAETLVGTPYYMSPELCQGVKYNFKSDIWAVGCVIFELLTLKRTFDATNPLNLCVKIVQGIRAMEVDSSQYSLELIQMVHSCLDQDPEQRPTAD.... (4) The miRNA is hsa-miR-2116-3p with sequence CCUCCCAUGCCAAGAACUCCC. The protein sequence of the target gene is MAQDDKGKKLRRSCVESFVGLSDELKAQLYQCVLLINDAYETIYDPSDLNRVVEDVCIRIMKECSKLGALCGLFTDINMFNLFCFFRASRMRTKGAAGYNVPCAEASQGIIRILTERILFCTEKAFLTAACSGVSLPPAICKLLHEIYTEMKAKCLGAWRRLVCNRRPIMILTSSLLKLYNTYDTAGLLSEQSRALCLLVFQPVYLPRIMAPLEIMTKGQLAPENFYSITGSAEKRRPITTGKVTGLSYPGSGLMPESLILPILEPGLLPASMVDLSDVLAKPAVILSAPALSQFVISKP.... Result: 0 (no interaction). (5) The miRNA is hsa-miR-200b-3p with sequence UAAUACUGCCUGGUAAUGAUGA. The protein sequence of the target gene is MAADGDWQDFYEFQEPARSLLDQENCNASPEPGAEAGAEAGGGADGFPAPACSLEEKLSLCFRPSDPGAEPPRTAVRPITERSLLQGDEIWNALTDNYGNVMPVDWKSSHTRTLHLLTLNLSEKGVSDSLLFDTSDDEELREQLDMHSIIVSCVNDEPLFTADQVIEEIEEMMQESPDPEDDETPTQSDRLSMLSQEIQTLKRSSTGSYEERVKRLSVSELNEILEEIETAIKEYSEELVQQLALRDELEFEKEVKNSFISVLIEVQNKQKEHKETAKKKKKLKNGSSQNGKNERSHMPG.... Result: 0 (no interaction). (6) The miRNA is hsa-miR-378a-5p with sequence CUCCUGACUCCAGGUCCUGUGU. The protein sequence of the target gene is MEELQDDYEDMMEENLEQEEYEDPDIPESQMEEPAAHDTEATATDYHTTSHPGTHKVYVELQELVMDEKNQELRWMEAARWVQLEENLGENGAWGRPHLSHLTFWSLLELRRVFTKGTVLLDLQETSLAGVANQLLDRFIFEDQIRPQDREELLRALLLKHSHAGELEALGGVKPAVLTRSGDPSQPLLPQHSSLETQLFCEQGDGGTEGHSPSGILEKIPPDSEATLVLVGRADFLEQPVLGFVRLQEAAELEAVELPVPIRFLFVLLGPEAPHIDYTQLGRAAATLMSERVFRIDAYM.... Result: 1 (interaction). (7) The miRNA is hsa-miR-378d with sequence ACUGGACUUGGAGUCAGAAA. The protein sequence of the target gene is MRALAQRSDRRLLLLVVLSVMILETVTNQDLPVIKCVLISHENNGSSAGKPSSYRMVRGSPEDLQCTPRRQSEGTVYEAATVEVAESGSITLQVQLATPGDLSCLWVFKHSSLGCQPHFDLQNRGIVSMAILNVTETQAGEYLLHIQSEAANYTVLFTVNVRDTQLYVLRRPYFRKMENQDALLCISEGVPEPTVEWVLCSSHRESCKEEGPAVVRKEEKVLHELFGTDIRCCARNALGRESTKLFTIDLNQAPQSTLPQLFLKVGEPLWIRCKAIHVNHGFGLTWELEDKALEEGSYFE.... Result: 0 (no interaction). (8) The miRNA is mmu-miR-5132-5p with sequence GCGUGGGGUGGUGGACUCAGG. The protein sequence of the target gene is MMYAPVEFSQTAYPRIEYQRRQQQFWDPIRLALFTLAIVAIVGITIGIVTHFVVEDDKSFYYLASFQVTSIKYRENYGIRSSREFIERSHQIERMMSRIFRRSSGVGRFIKSHVIKISPDEQGVNILIVLMFRYPSTDSAERIKKRIERTFYQSLKIKQLPLTISMPSFSLTPIDSKKMRNLLNSRCGIRMSSSNIPLPASSSTERIVQGRETAMEGEWPWQASLQLIGAGHQCGATLISNTWLLTAAHCFWKNRDPTKWIVTFGTTITPPLVKRSVGKIIIHEEYHRDTNENDIALAQL.... Result: 0 (no interaction). (9) Result: 1 (interaction). The miRNA is hsa-miR-6829-3p with sequence UGCCUCCUCCGUGGCCUCAG. The protein sequence of the target gene is MFPFGPHSPGGDGSAGAGAEEPTPHEGQAAATGPPSPLHPGADATHPPPPARSPRRPGAPSLSPAPRSGELGLPGAPESSTASAPGEPSPPSPPCRRPGPDCRAKSRGRHGLGAGLGGPGARLFGWLKERSLGRGLFVDPARDNFRTMTSLYGSIHPADSVYLSTRTHGAVFNLEYSPDGSVLTVACEQTEVLLFDPISSKHIKTLSEAHEDCVNNIRFLDNRLFATCSDDTTIALWDLRKLNTKVCTLHGHTSWVKNIEYDTNTRLLVTSGFDGNVIIWDTNRYTEDGCPHKKFFHTRF....